Dataset: Forward reaction prediction with 1.9M reactions from USPTO patents (1976-2016). Task: Predict the product of the given reaction. Given the reactants [F:1][C:2]([F:50])([F:49])[C:3]1[CH:4]=[C:5]([CH:42]=[C:43]([C:45]([F:48])([F:47])[F:46])[CH:44]=1)[CH2:6][N:7]([CH2:14][C:15]1[CH:20]=[C:19]([C:21]([F:24])([F:23])[F:22])[CH:18]=[CH:17][C:16]=1[C:25]1[C:30]([Cl:31])=[CH:29][CH:28]=[C:27]([CH2:32][N:33](C)[C:34](=O)OC(C)(C)C)[CH:26]=1)[C:8]1[N:9]=[N:10][N:11]([CH3:13])[N:12]=1.FC(F)(F)C(O)=O, predict the reaction product. The product is: [F:49][C:2]([F:1])([F:50])[C:3]1[CH:4]=[C:5]([CH:42]=[C:43]([C:45]([F:48])([F:47])[F:46])[CH:44]=1)[CH2:6][N:7]([CH2:14][C:15]1[CH:20]=[C:19]([C:21]([F:22])([F:23])[F:24])[CH:18]=[CH:17][C:16]=1[C:25]1[CH:26]=[C:27]([CH2:32][NH:33][CH3:34])[CH:28]=[CH:29][C:30]=1[Cl:31])[C:8]1[N:9]=[N:10][N:11]([CH3:13])[N:12]=1.